Predict the reaction yield, written as a fraction of the theoretical maximum amount of product (1.0 means a 100% yield; for example, 0.34 means a 34% yield). From a dataset of Reaction yield outcomes from USPTO patents with 853,638 reactions. (1) The reactants are [CH3:1][O:2][C:3]1[CH:12]=[CH:11][CH:10]=[C:9]2[C:4]=1[CH:5]=[CH:6][C:7]([CH3:13])=[N:8]2.[H][H]. The catalyst is CO. The product is [CH3:1][O:2][C:3]1[CH:12]=[CH:11][CH:10]=[C:9]2[C:4]=1[CH2:5][CH2:6][C@H:7]([CH3:13])[NH:8]2. The yield is 0.980. (2) The reactants are [CH3:1][N:2]([CH3:23])[CH2:3][C:4]([N:6]1[CH2:11][CH2:10][N:9](NC(OCC2C=CC=CC=2)=O)[CH2:8][CH2:7]1)=[O:5]. The catalyst is CO.[Pd]. The product is [CH3:1][N:2]([CH3:23])[CH2:3][C:4]([N:6]1[CH2:11][CH2:10][NH:9][CH2:8][CH2:7]1)=[O:5]. The yield is 0.950. (3) The reactants are [C:1]([O:4][C:5](=[O:7])[CH3:6])(=O)[CH3:2].OC1C=[C:11]([CH3:16])[CH:12]=[C:13]([OH:15])[CH:14]=1.C(N([CH2:22][CH3:23])CC)C.[OH2:24]. The catalyst is ClCCl. The product is [C:5]([O:4][C:1]1[CH:14]=[C:13]([O:15][C:22](=[O:24])[CH3:23])[CH:12]=[C:11]([CH3:16])[CH:2]=1)(=[O:7])[CH3:6]. The yield is 0.940. (4) The reactants are [C:1]([NH2:9])(=[S:8])[C:2]1[CH:7]=[CH:6][CH:5]=[CH:4][CH:3]=1.[CH3:10]OC(OC)N(C)C.Cl[CH2:19][C:20](=[O:22])[CH3:21]. The catalyst is C(OCC)(=O)C. The product is [C:2]1([C:1]2[S:8][C:19]([C:20](=[O:22])[CH3:21])=[CH:10][N:9]=2)[CH:7]=[CH:6][CH:5]=[CH:4][CH:3]=1. The yield is 0.250. (5) The reactants are [F:1][C:2]1[CH:7]=[CH:6][C:5]([C:8](=O)[CH3:9])=[C:4]([OH:11])[CH:3]=1.[Cl-].O[NH3+:14].C([O-])(=O)C.[Na+]. The catalyst is CO. The product is [F:1][C:2]1[CH:7]=[CH:6][C:5]2[C:8]([CH3:9])=[N:14][O:11][C:4]=2[CH:3]=1. The yield is 0.700.